This data is from Catalyst prediction with 721,799 reactions and 888 catalyst types from USPTO. The task is: Predict which catalyst facilitates the given reaction. Reactant: [CH:1](O)=[O:2].C(OC(=O)C)(=O)C.[NH2:11][C:12]1[NH:13][CH:14]=[C:15]([C:20]2[CH:25]=[CH:24][C:23]([N+:26]([O-:28])=[O:27])=[CH:22][CH:21]=2)[C:16]=1[C:17]([NH2:19])=[O:18].O. Product: [CH:1]([NH:11][C:12]1[NH:13][CH:14]=[C:15]([C:20]2[CH:21]=[CH:22][C:23]([N+:26]([O-:28])=[O:27])=[CH:24][CH:25]=2)[C:16]=1[C:17]([NH2:19])=[O:18])=[O:2]. The catalyst class is: 8.